From a dataset of Reaction yield outcomes from USPTO patents with 853,638 reactions. Predict the reaction yield, written as a fraction of the theoretical maximum amount of product (1.0 means a 100% yield; for example, 0.34 means a 34% yield). (1) The reactants are [C:1](OCC)(=O)[C:2]([O:4]CC)=[O:3].C1(S([N:20]2[CH:24]=[CH:23][CH:22]=[C:21]2[C:25](=O)[CH3:26])(=O)=O)C=CC=CC=1.[O-]CC.[Na+].Cl.[NH:33]([C:35]1[CH:36]=[CH:37][C:38]([O:41][CH3:42])=[N:39][CH:40]=1)[NH2:34]. The catalyst is C(O)C. The product is [CH3:42][O:41][C:38]1[N:39]=[CH:40][C:35]([N:33]2[C:25]([C:21]3[NH:20][CH:24]=[CH:23][CH:22]=3)=[CH:26][C:1]([C:2]([OH:4])=[O:3])=[N:34]2)=[CH:36][CH:37]=1. The yield is 0.680. (2) The catalyst is ClCCCl.C(Cl)Cl.CO. The product is [CH3:10][O:11][C:12]([C:14]1([CH2:20][CH2:21][NH:4][C:3]2[CH:5]=[CH:6][C:7]([Br:9])=[CH:8][C:2]=2[CH3:1])[CH2:15][CH2:16][O:17][CH2:18][CH2:19]1)=[O:13]. The yield is 0.870. The reactants are [CH3:1][C:2]1[CH:8]=[C:7]([Br:9])[CH:6]=[CH:5][C:3]=1[NH2:4].[CH3:10][O:11][C:12]([C:14]1([CH2:20][CH:21]=O)[CH2:19][CH2:18][O:17][CH2:16][CH2:15]1)=[O:13].C(O)(=O)C.[BH-](OC(C)=O)(OC(C)=O)OC(C)=O.[Na+].NC1C=CC=CC=1. (3) The reactants are C[O:2][C:3]1[CH:11]=[C:10]([O:12][CH3:13])[C:9]([O:14][CH3:15])=[CH:8][C:4]=1[C:5]([OH:7])=[O:6].[Al](Cl)(Cl)Cl.O.O.O.O.O.O.[Na+].[Br-].Cl. The catalyst is CN(C)C=O.O. The product is [OH:2][C:3]1[CH:11]=[C:10]([O:12][CH3:13])[C:9]([O:14][CH3:15])=[CH:8][C:4]=1[C:5]([OH:7])=[O:6]. The yield is 0.730. (4) The reactants are [Br:1][C:2]1[CH:7]=[CH:6][C:5]([C:8](N2CCOCC2)=[O:9])=[C:4]([F:16])[CH:3]=1.[CH3:17][Mg]Br.[NH4+].[Cl-]. The catalyst is C1COCC1.CCOC(C)=O. The product is [Br:1][C:2]1[CH:7]=[CH:6][C:5]([C:8](=[O:9])[CH3:17])=[C:4]([F:16])[CH:3]=1. The yield is 0.680. (5) The catalyst is C(#N)C1C=CC=CC=1. The yield is 0.620. The reactants are [CH:1]#[C:2][CH2:3][CH2:4][CH2:5][CH2:6][CH2:7]C.C1(C#C)C=CC=CC=1.[O:17]1[CH:21]=[CH:20][CH:19]=[C:18]1[C:22]#N. The product is [C:22]([C:18]1[O:17][CH:21]=[CH:20][CH:19]=1)#[C:1][CH2:2][CH2:3][CH2:4][CH2:5][CH2:6][CH3:7]. (6) The reactants are [C:1]([C:5]1[CH:6]=[C:7]([CH2:22][OH:23])[C:8]([O:20][CH3:21])=[C:9]([NH:11][C:12](=[O:19])OCC(Cl)(Cl)Cl)[CH:10]=1)([CH3:4])([CH3:3])[CH3:2].[NH2:24][C@@H:25]1[CH2:33][C:32]2[C:27](=[CH:28][CH:29]=[CH:30][CH:31]=2)[C@@H:26]1[OH:34].C(O)(=O)[C@@H]([C@H](C(O)=O)O)O.C(N(CC)C(C)C)(C)C. The catalyst is C(#N)C. The product is [C:1]([C:5]1[CH:6]=[C:7]([CH2:22][OH:23])[C:8]([O:20][CH3:21])=[C:9]([NH:11][C:12]([NH:24][C@@H:25]2[CH2:33][C:32]3[C:27](=[CH:28][CH:29]=[CH:30][CH:31]=3)[C@@H:26]2[OH:34])=[O:19])[CH:10]=1)([CH3:2])([CH3:3])[CH3:4]. The yield is 0.730.